This data is from Full USPTO retrosynthesis dataset with 1.9M reactions from patents (1976-2016). The task is: Predict the reactants needed to synthesize the given product. (1) Given the product [F:56][C:54]1[CH:55]=[C:50]([CH2:49][C@@H:48]([C:58]2[C:63]([C:64]3[CH:65]=[C:66]([CH:70]=[CH:71][CH:72]=3)[C:67]([NH2:69])=[O:68])=[CH:62][CH:61]=[CH:60][N:59]=2)[NH:47][C:84](=[O:85])[CH2:83][C:76]2[CH:77]=[CH:78][C:79]([O:81][CH3:82])=[CH:80][C:75]=2[O:74][CH3:73])[CH:51]=[C:52]([F:57])[CH:53]=1, predict the reactants needed to synthesize it. The reactants are: FC1C=C(C[C@@H](C2C(C3C=C(C=CC=3)C(N)=O)=CC=CN=2)NC(=O)CC2C3C(=CC=C(F)C=3)NC=2)C=C(F)C=1.FC(F)(F)C(O)=O.[NH2:47][C@H:48]([C:58]1[C:63]([C:64]2[CH:65]=[C:66]([CH:70]=[CH:71][CH:72]=2)[C:67]([NH2:69])=[O:68])=[CH:62][CH:61]=[CH:60][N:59]=1)[CH2:49][C:50]1[CH:55]=[C:54]([F:56])[CH:53]=[C:52]([F:57])[CH:51]=1.[CH3:73][O:74][C:75]1[CH:80]=[C:79]([O:81][CH3:82])[CH:78]=[CH:77][C:76]=1[CH2:83][C:84](O)=[O:85]. (2) Given the product [ClH:15].[Cl:15][C:16]1[CH:17]=[C:18]2[C:22](=[CH:23][CH:24]=1)[NH:21][C:20]([C:6]([NH:8][C@@H:9]1[CH2:13][CH2:12][CH2:11][C@H:10]1[NH2:14])=[O:7])=[CH:19]2, predict the reactants needed to synthesize it. The reactants are: C(O[C:6]([NH:8][C@@H:9]1[CH2:13][CH2:12][CH2:11][C@H:10]1[NH2:14])=[O:7])(C)(C)C.[Cl:15][C:16]1[CH:17]=[C:18]2[C:22](=[CH:23][CH:24]=1)[NH:21][C:20](C(O)=O)=[CH:19]2.Cl.CN(C)CCCN=C=NCC.O.ON1C2C=CC=CC=2N=N1.FC(F)(F)C(O)=O. (3) Given the product [CH2:1]([CH:8]1[O:12][C:11](=[O:13])[C:10]([CH:20]([C:27]2[NH:28][C:29]3[C:25]([C:26]=2[CH3:32])=[CH:24][C:23]([F:22])=[CH:31][CH:30]=3)[C:17]2[CH:18]=[CH:19][S:15][CH:16]=2)=[C:9]1[OH:14])[C:2]1[CH:3]=[CH:4][CH:5]=[CH:6][CH:7]=1, predict the reactants needed to synthesize it. The reactants are: [CH2:1]([CH:8]1[O:12][C:11](=[O:13])[CH:10]=[C:9]1[OH:14])[C:2]1[CH:7]=[CH:6][CH:5]=[CH:4][CH:3]=1.[S:15]1[CH:19]=[CH:18][C:17]([CH:20]=O)=[CH:16]1.[F:22][C:23]1[CH:24]=[C:25]2[C:29](=[CH:30][CH:31]=1)[NH:28][CH:27]=[C:26]2[CH3:32]. (4) Given the product [Br:3][C:4]1[C:5]([C:11]([F:12])([F:13])[F:14])=[CH:6][C:7]([NH2:8])=[C:9]([I:1])[CH:10]=1, predict the reactants needed to synthesize it. The reactants are: [I:1]I.[Br:3][C:4]1[CH:10]=[CH:9][C:7]([NH2:8])=[CH:6][C:5]=1[C:11]([F:14])([F:13])[F:12]. (5) Given the product [NH3:5].[NH2:24][CH2:23][CH2:22][N:6]1[C:7]([CH3:19])=[C:8]([O:9][C:10]2[CH:11]=[C:12]([CH:15]=[C:16]([CH3:18])[CH:17]=2)[C:13]#[N:14])[C:4]([CH:1]([CH3:3])[CH3:2])=[N:5]1, predict the reactants needed to synthesize it. The reactants are: [CH:1]([C:4]1[C:8]([O:9][C:10]2[CH:11]=[C:12]([CH:15]=[C:16]([CH3:18])[CH:17]=2)[C:13]#[N:14])=[C:7]([CH3:19])[NH:6][N:5]=1)([CH3:3])[CH3:2].Cl.Cl[CH2:22][CH2:23][NH2:24]. (6) Given the product [CH3:1][CH:2]1[C:11]2[N:10]=[C:9]([O:12][S:28]([C:27]([F:40])([F:39])[F:26])(=[O:30])=[O:29])[CH:8]=[CH:7][C:6]=2[CH2:5][N:4]([C:13]([O:15][C:16]([CH3:18])([CH3:17])[CH3:19])=[O:14])[CH2:3]1, predict the reactants needed to synthesize it. The reactants are: [CH3:1][CH:2]1[C:11]2[NH:10][C:9](=[O:12])[CH:8]=[CH:7][C:6]=2[CH2:5][N:4]([C:13]([O:15][C:16]([CH3:19])([CH3:18])[CH3:17])=[O:14])[CH2:3]1.N1C=CC=CC=1.[F:26][C:27]([F:40])([F:39])[S:28](O[S:28]([C:27]([F:40])([F:39])[F:26])(=[O:30])=[O:29])(=[O:30])=[O:29].